Dataset: NCI-60 drug combinations with 297,098 pairs across 59 cell lines. Task: Regression. Given two drug SMILES strings and cell line genomic features, predict the synergy score measuring deviation from expected non-interaction effect. (1) Cell line: HCC-2998. Synergy scores: CSS=21.2, Synergy_ZIP=2.75, Synergy_Bliss=5.48, Synergy_Loewe=-14.5, Synergy_HSA=2.67. Drug 2: C1=NC2=C(N1)C(=S)N=CN2. Drug 1: CC1=CC=C(C=C1)C2=CC(=NN2C3=CC=C(C=C3)S(=O)(=O)N)C(F)(F)F. (2) Drug 1: CN(CC1=CN=C2C(=N1)C(=NC(=N2)N)N)C3=CC=C(C=C3)C(=O)NC(CCC(=O)O)C(=O)O. Drug 2: CC(C)CN1C=NC2=C1C3=CC=CC=C3N=C2N. Cell line: MDA-MB-231. Synergy scores: CSS=2.40, Synergy_ZIP=-1.17, Synergy_Bliss=-1.78, Synergy_Loewe=-3.24, Synergy_HSA=-1.87. (3) Drug 1: C1CCC(CC1)NC(=O)N(CCCl)N=O. Drug 2: CS(=O)(=O)OCCCCOS(=O)(=O)C. Cell line: M14. Synergy scores: CSS=-2.88, Synergy_ZIP=1.50, Synergy_Bliss=0.496, Synergy_Loewe=-6.99, Synergy_HSA=-4.50. (4) Drug 1: CC1=C2C(C(=O)C3(C(CC4C(C3C(C(C2(C)C)(CC1OC(=O)C(C(C5=CC=CC=C5)NC(=O)OC(C)(C)C)O)O)OC(=O)C6=CC=CC=C6)(CO4)OC(=O)C)OC)C)OC. Drug 2: C1=C(C(=O)NC(=O)N1)F. Cell line: NCI-H226. Synergy scores: CSS=33.2, Synergy_ZIP=-6.85, Synergy_Bliss=-4.17, Synergy_Loewe=-8.08, Synergy_HSA=1.80. (5) Drug 1: C1=CC(=CC=C1CCCC(=O)O)N(CCCl)CCCl. Drug 2: CN1C2=C(C=C(C=C2)N(CCCl)CCCl)N=C1CCCC(=O)O.Cl. Cell line: MCF7. Synergy scores: CSS=28.3, Synergy_ZIP=-11.7, Synergy_Bliss=-8.20, Synergy_Loewe=-8.69, Synergy_HSA=-5.22.